From a dataset of Catalyst prediction with 721,799 reactions and 888 catalyst types from USPTO. Predict which catalyst facilitates the given reaction. (1) Reactant: C(OC(=O)[NH:7][C@H:8]([C:10]1[N:14]([C:15]2[CH:20]=[CH:19][CH:18]=[CH:17][CH:16]=2)[C:13]2[CH:21]=[CH:22][CH:23]=[C:24]([Cl:25])[C:12]=2[N:11]=1)[CH3:9])(C)(C)C.C(O)(C(F)(F)F)=O. Product: [Cl:25][C:24]1[C:12]2[N:11]=[C:10]([C@@H:8]([NH2:7])[CH3:9])[N:14]([C:15]3[CH:16]=[CH:17][CH:18]=[CH:19][CH:20]=3)[C:13]=2[CH:21]=[CH:22][CH:23]=1. The catalyst class is: 2. (2) Reactant: [Cl:1][C:2]1[CH:7]=[C:6]([CH3:8])[CH:5]=[CH:4][C:3]=1[C:9]1[N:27]([CH2:28][C@@H:29]2[CH2:34][CH2:33][CH2:32][N:31](C(OC(C)(C)C)=O)[CH2:30]2)[C:12]2[N:13]=[C:14]([NH:17][CH2:18][C:19]3[CH:24]=[CH:23][C:22]([F:25])=[C:21]([F:26])[CH:20]=3)[N:15]=[CH:16][C:11]=2[CH:10]=1.C(O)(C(F)(F)F)=O. Product: [Cl:1][C:2]1[CH:7]=[C:6]([CH3:8])[CH:5]=[CH:4][C:3]=1[C:9]1[N:27]([CH2:28][C@@H:29]2[CH2:34][CH2:33][CH2:32][NH:31][CH2:30]2)[C:12]2[N:13]=[C:14]([NH:17][CH2:18][C:19]3[CH:24]=[CH:23][C:22]([F:25])=[C:21]([F:26])[CH:20]=3)[N:15]=[CH:16][C:11]=2[CH:10]=1. The catalyst class is: 2. (3) Reactant: [C:1]1([CH3:14])[CH:6]=[C:5]([CH3:7])[CH:4]=[C:3]([CH3:8])[C:2]=1[S:9]([O:12][NH2:13])(=[O:11])=[O:10].[N:15]1[CH:20]=[CH:19][N:18]=[CH:17][CH:16]=1.C(OCC)C. Product: [CH3:8][C:3]1[CH:4]=[C:5]([CH3:7])[CH:6]=[C:1]([CH3:14])[C:2]=1[S:9]([O-:12])(=[O:11])=[O:10].[NH2:13][N+:15]1[CH:20]=[CH:19][N:18]=[CH:17][CH:16]=1. The catalyst class is: 4. (4) Reactant: [CH3:1][Si]([N-][Si](C)(C)C)(C)C.[Na+].[C:11]([O:15][C:16]([N:18]1[CH2:22][CH2:21][C@H:20]([CH:23]=O)[CH2:19]1)=[O:17])([CH3:14])([CH3:13])[CH3:12]. Product: [C:11]([O:15][C:16]([N:18]1[CH2:22][CH2:21][C@H:20]([CH:23]=[CH2:1])[CH2:19]1)=[O:17])([CH3:14])([CH3:13])[CH3:12]. The catalyst class is: 307. (5) Reactant: [Br:1][C:2]1[CH:3]=[CH:4][C:5]2[C:13](=[O:14])[C:12](=[O:15])[C:11]3[N:10]([CH3:16])[C:9]([CH3:17])=[C:8]([C:18]([O:20][CH2:21][CH3:22])=[O:19])[C:7]=3[C:6]=2[CH:23]=1.[Br:24]N1C(=O)CCC1=O. Product: [Br:1][C:2]1[CH:3]=[CH:4][C:5]2[C:13](=[O:14])[C:12](=[O:15])[C:11]3[N:10]([CH3:16])[C:9]([CH2:17][Br:24])=[C:8]([C:18]([O:20][CH2:21][CH3:22])=[O:19])[C:7]=3[C:6]=2[CH:23]=1. The catalyst class is: 340. (6) Reactant: [NH:1]1[C:6]2[CH:7]=[CH:8][CH:9]=[CH:10][C:5]=2[C:4](=[O:11])OC1=O.[CH:13]([C:16]1[CH:22]=[CH:21][C:19]([NH2:20])=[CH:18][CH:17]=1)([CH3:15])[CH3:14]. Product: [NH2:1][C:6]1[CH:7]=[CH:8][CH:9]=[CH:10][C:5]=1[C:4]([NH:20][C:19]1[CH:21]=[CH:22][C:16]([CH:13]([CH3:15])[CH3:14])=[CH:17][CH:18]=1)=[O:11]. The catalyst class is: 3. (7) Reactant: C[O:2][C:3]([CH:5]1[CH2:18][C:17]2[CH:16]=[C:15]3[C:10]([O:11][C@@H:12]([C:21]4[CH:26]=[CH:25][C:24]([O:27][CH2:28][C:29]5[CH:34]=[CH:33][C:32]([Cl:35])=[C:31]([Cl:36])[CH:30]=5)=[CH:23][CH:22]=4)[C:13](=[O:20])[N:14]3[CH3:19])=[CH:9][C:8]=2[CH2:7][N:6]1[C:37]([O:39][C:40]([CH3:43])([CH3:42])[CH3:41])=[O:38])=[O:4].[OH-].[Li+].Cl. Product: [C:40]([O:39][C:37]([N:6]1[CH:5]([C:3]([OH:4])=[O:2])[CH2:18][C:17]2[CH:16]=[C:15]3[C:10]([O:11][C@@H:12]([C:21]4[CH:26]=[CH:25][C:24]([O:27][CH2:28][C:29]5[CH:34]=[CH:33][C:32]([Cl:35])=[C:31]([Cl:36])[CH:30]=5)=[CH:23][CH:22]=4)[C:13](=[O:20])[N:14]3[CH3:19])=[CH:9][C:8]=2[CH2:7]1)=[O:38])([CH3:43])([CH3:41])[CH3:42]. The catalyst class is: 36. (8) Reactant: O.[OH-].[Li+].[CH3:4][O:5][C:6]1[CH:11]=[CH:10][C:9]([C:12]2[N:17]=[C:16]([C:18]([O:20]C)=[O:19])[CH:15]=[CH:14][CH:13]=2)=[C:8]([CH3:22])[C:7]=1[CH:23]1[C:36]2[C:35](=[O:37])[CH2:34][C:33]([CH3:39])([CH3:38])[CH2:32][C:31]=2[O:30][C:29]2[CH2:28][C:27]([CH3:41])([CH3:40])[CH2:26][C:25](=[O:42])[C:24]1=2. Product: [CH3:4][O:5][C:6]1[CH:11]=[CH:10][C:9]([C:12]2[N:17]=[C:16]([C:18]([OH:20])=[O:19])[CH:15]=[CH:14][CH:13]=2)=[C:8]([CH3:22])[C:7]=1[CH:23]1[C:24]2[C:25](=[O:42])[CH2:26][C:27]([CH3:40])([CH3:41])[CH2:28][C:29]=2[O:30][C:31]2[CH2:32][C:33]([CH3:39])([CH3:38])[CH2:34][C:35](=[O:37])[C:36]1=2. The catalyst class is: 90. (9) Reactant: [Cl:1][C:2]1[C:3]2[N:4]([C:8]([CH:11]3[CH2:16][CH2:15][N:14]([C:17]([O:19][CH2:20][C:21]4[CH:26]=[CH:25][CH:24]=[CH:23][CH:22]=4)=[O:18])[CH2:13][CH2:12]3)=[N:9][CH:10]=2)[CH:5]=[CH:6][N:7]=1.C1C(=O)N([I:34])C(=O)C1. The catalyst class is: 508. Product: [Cl:1][C:2]1[C:3]2[N:4]([C:8]([CH:11]3[CH2:16][CH2:15][N:14]([C:17]([O:19][CH2:20][C:21]4[CH:22]=[CH:23][CH:24]=[CH:25][CH:26]=4)=[O:18])[CH2:13][CH2:12]3)=[N:9][C:10]=2[I:34])[CH:5]=[CH:6][N:7]=1. (10) Reactant: [CH3:1][NH:2][C:3]1[C:12]2[C:7](=[CH:8][C:9]([C:13]([O:15]CC)=[O:14])=[CH:10][CH:11]=2)[CH:6]=[CH:5][N:4]=1.[OH-].[K+]. Product: [CH3:1][NH:2][C:3]1[C:12]2[C:7](=[CH:8][C:9]([C:13]([OH:15])=[O:14])=[CH:10][CH:11]=2)[CH:6]=[CH:5][N:4]=1. The catalyst class is: 8.